From a dataset of Peptide-MHC class II binding affinity with 134,281 pairs from IEDB. Regression. Given a peptide amino acid sequence and an MHC pseudo amino acid sequence, predict their binding affinity value. This is MHC class II binding data. (1) The MHC is HLA-DQA10501-DQB10301 with pseudo-sequence HLA-DQA10501-DQB10301. The peptide sequence is EDSALLEDPAGT. The binding affinity (normalized) is 0.0993. (2) The peptide sequence is VDRDTARRHLAEGKV. The MHC is HLA-DQA10201-DQB10303 with pseudo-sequence HLA-DQA10201-DQB10303. The binding affinity (normalized) is 0. (3) The peptide sequence is FLLMYEMHRESLLKS. The MHC is DRB4_0101 with pseudo-sequence DRB4_0103. The binding affinity (normalized) is 0.551. (4) The peptide sequence is SVDSLEHEMWRSRAD. The MHC is DRB3_0301 with pseudo-sequence DRB3_0301. The binding affinity (normalized) is 0.255.